Dataset: Catalyst prediction with 721,799 reactions and 888 catalyst types from USPTO. Task: Predict which catalyst facilitates the given reaction. Reactant: [NH2:1][C:2]1[S:3][C:4]([C:8]2[CH:13]=[CH:12][N:11]=[C:10]([NH:14][C:15]3[CH:20]=[CH:19][CH:18]=[C:17]([N+:21]([O-:23])=[O:22])[CH:16]=3)[N:9]=2)=[C:5]([CH3:7])[N:6]=1.[Cl:24][CH2:25][C:26](Cl)=[O:27].N1C=CC=CC=1. Product: [Cl:24][CH2:25][C:26]([NH:1][C:2]1[S:3][C:4]([C:8]2[CH:13]=[CH:12][N:11]=[C:10]([NH:14][C:15]3[CH:20]=[CH:19][CH:18]=[C:17]([N+:21]([O-:23])=[O:22])[CH:16]=3)[N:9]=2)=[C:5]([CH3:7])[N:6]=1)=[O:27]. The catalyst class is: 3.